This data is from Peptide-MHC class I binding affinity with 185,985 pairs from IEDB/IMGT. The task is: Regression. Given a peptide amino acid sequence and an MHC pseudo amino acid sequence, predict their binding affinity value. This is MHC class I binding data. (1) The peptide sequence is LVKMINHLK. The MHC is HLA-A31:01 with pseudo-sequence HLA-A31:01. The binding affinity (normalized) is 0.922. (2) The binding affinity (normalized) is 0.524. The MHC is HLA-B15:01 with pseudo-sequence HLA-B15:01. The peptide sequence is IMDEPTSSL. (3) The peptide sequence is GRRGDQIKV. The MHC is HLA-B27:05 with pseudo-sequence HLA-B27:05. The binding affinity (normalized) is 0.671. (4) The peptide sequence is KELNIGRTF. The MHC is HLA-A26:03 with pseudo-sequence HLA-A26:03. The binding affinity (normalized) is 0.0847.